This data is from Forward reaction prediction with 1.9M reactions from USPTO patents (1976-2016). The task is: Predict the product of the given reaction. (1) Given the reactants Br[CH2:2][CH:3]1[CH2:7][C:6]2[CH:8]=[C:9]([F:19])[CH:10]=[C:11]([C:12]3[CH:17]=[CH:16][CH:15]=[CH:14][C:13]=3[CH3:18])[C:5]=2[O:4]1.[CH3:20][NH2:21].CO, predict the reaction product. The product is: [F:19][C:9]1[CH:10]=[C:11]([C:12]2[CH:17]=[CH:16][CH:15]=[CH:14][C:13]=2[CH3:18])[C:5]2[O:4][C@@H:3]([CH2:2][NH:21][CH3:20])[CH2:7][C:6]=2[CH:8]=1. (2) Given the reactants C=[C:2]([CH2:22][CH3:23])[CH2:3][C:4]1([C:17]([O:19][CH2:20][CH3:21])=[O:18])[CH2:9][CH2:8][N:7]([C:10]([O:12][C:13]([CH3:16])([CH3:15])[CH3:14])=[O:11])[CH2:6][CH2:5]1.I([O-])(=O)(=O)=[O:25].[Na+], predict the reaction product. The product is: [O:25]=[C:2]([CH2:22][CH3:23])[CH2:3][C:4]1([C:17]([O:19][CH2:20][CH3:21])=[O:18])[CH2:9][CH2:8][N:7]([C:10]([O:12][C:13]([CH3:14])([CH3:15])[CH3:16])=[O:11])[CH2:6][CH2:5]1. (3) Given the reactants [C:1]([C:5]1([CH2:15][O:16][CH3:17])[CH2:10][O:9][C:8]([CH:12]([CH3:14])[CH3:13])([CH3:11])[O:7][CH2:6]1)([CH3:4])([CH3:3])[CH3:2].[CH2:18](OCC)C.C[Mg]I.CCCCCC.C(OCC)(=O)C.C(N(CC)CC)C, predict the reaction product. The product is: [CH3:17][O:16][CH2:15][C:5]([CH2:6][O:7][C:8]([CH:12]([CH3:14])[CH3:13])([CH3:18])[CH3:11])([C:1]([CH3:2])([CH3:3])[CH3:4])[CH2:10][OH:9]. (4) The product is: [F:32][C:33]1[CH:38]=[C:37]([F:39])[CH:36]=[CH:35][C:34]=1[O:1][CH:2]([C:4]1[CH:12]=[CH:11][C:7]([C:8]([O:10][CH3:13])=[O:9])=[CH:6][CH:5]=1)[CH3:3]. Given the reactants [OH:1][CH:2]([C:4]1[CH:12]=[CH:11][C:7]([C:8]([O-:10])=[O:9])=[CH:6][CH:5]=1)[CH3:3].[C:13]1(P(C2C=CC=CC=2)C2C=CC=CC=2)C=CC=CC=1.[F:32][C:33]1[CH:38]=[C:37]([F:39])[CH:36]=[CH:35][C:34]=1O.CC(OC(/N=N/C(OC(C)C)=O)=O)C, predict the reaction product. (5) Given the reactants I[C:2]1[CH:30]=[CH:29][C:5](/[CH:6]=[CH:7]/[C:8]2[CH:28]=[CH:27][C:11]([N:12]([C:20]3[CH:25]=[CH:24][C:23]([CH3:26])=[CH:22][CH:21]=3)[C:13]3[CH:18]=[CH:17][C:16]([CH3:19])=[CH:15][CH:14]=3)=[CH:10][CH:9]=2)=[CH:4][CH:3]=1.C1CCN2C(=NCCC2)CC1.CS(C)=O.[C:46]([OH:50])(=[O:49])[C:47]#[CH:48], predict the reaction product. The product is: [C:16]1([CH3:19])[CH:17]=[CH:18][C:13]([N:12]([C:20]2[CH:25]=[CH:24][C:23]([CH3:26])=[CH:22][CH:21]=2)[C:11]2[CH:27]=[CH:28][C:8](/[CH:7]=[CH:6]/[C:5]3[CH:29]=[CH:30][C:2]([CH2:48][CH2:47][C:46]([OH:50])=[O:49])=[CH:3][CH:4]=3)=[CH:9][CH:10]=2)=[CH:14][CH:15]=1. (6) Given the reactants [NH2:1][C:2]1[CH:3]=[C:4]([CH:21]=[CH:22][CH:23]=1)[O:5][C:6]1[CH:7]=[CH:8][C:9]2[N:13]=[C:12]([NH:14][C:15]([CH:17]3[CH2:19][CH2:18]3)=[O:16])[NH:11][C:10]=2[CH:20]=1.[C:24]([C:26]1([C:29]2[CH:30]=[C:31]([CH:35]=[CH:36][CH:37]=2)[C:32](O)=[O:33])[CH2:28][CH2:27]1)#[N:25].Cl.C(N=C=NCCCN(C)C)C, predict the reaction product. The product is: [C:24]([C:26]1([C:29]2[CH:30]=[C:31]([CH:35]=[CH:36][CH:37]=2)[C:32]([NH:1][C:2]2[CH:23]=[CH:22][CH:21]=[C:4]([O:5][C:6]3[CH:7]=[CH:8][C:9]4[N:13]=[C:12]([NH:14][C:15]([CH:17]5[CH2:19][CH2:18]5)=[O:16])[NH:11][C:10]=4[CH:20]=3)[CH:3]=2)=[O:33])[CH2:27][CH2:28]1)#[N:25].